From a dataset of HIV replication inhibition screening data with 41,000+ compounds from the AIDS Antiviral Screen. Binary Classification. Given a drug SMILES string, predict its activity (active/inactive) in a high-throughput screening assay against a specified biological target. (1) The molecule is CN1COc2ccc(Br)cc2C1. The result is 0 (inactive). (2) The compound is O=S(O)c1cc(Cl)cc(Cl)c1OCc1ccccc1.[NaH]. The result is 0 (inactive).